From a dataset of Full USPTO retrosynthesis dataset with 1.9M reactions from patents (1976-2016). Predict the reactants needed to synthesize the given product. (1) The reactants are: [NH2:1][C:2]1[CH:3]=[C:4]([C@@H:8]([NH:15][C:16]([O:18][CH2:19][C:20]2[CH:25]=[CH:24][CH:23]=[CH:22][CH:21]=2)=[O:17])[CH2:9][C:10]([O:12][CH2:13][CH3:14])=[O:11])[CH:5]=[CH:6][CH:7]=1.C(OC(N[C@@H](C1C=CC=C([N+]([O-])=O)C=1)CC(OCC)=O)=O)C1C=CC=CC=1. Given the product [NH2:1][C:2]1[CH:3]=[C:4]([C@H:8]([NH:15][C:16]([O:18][CH2:19][C:20]2[CH:21]=[CH:22][CH:23]=[CH:24][CH:25]=2)=[O:17])[CH2:9][C:10]([O:12][CH2:13][CH3:14])=[O:11])[CH:5]=[CH:6][CH:7]=1, predict the reactants needed to synthesize it. (2) The reactants are: [N:1]1[C:9]([NH2:10])=[C:8]2[C:4]([N:5]=[CH:6][NH:7]2)=[N:3][CH:2]=1.[Br:11]Br. Given the product [Br:11][C:6]1[NH:5][C:4]2[C:8]([N:7]=1)=[C:9]([NH2:10])[N:1]=[CH:2][N:3]=2, predict the reactants needed to synthesize it.